Dataset: Reaction yield outcomes from USPTO patents with 853,638 reactions. Task: Predict the reaction yield, written as a fraction of the theoretical maximum amount of product (1.0 means a 100% yield; for example, 0.34 means a 34% yield). (1) The reactants are [Cl:1][C:2]1[CH:7]=[CH:6][C:5]([S:8](Cl)(=[O:10])=[O:9])=[CH:4][N:3]=1.[NH:12]1[CH2:17][CH2:16][O:15][CH2:14][CH2:13]1.CCN(C(C)C)C(C)C. The catalyst is C(Cl)Cl.CCOC(C)=O. The product is [Cl:1][C:2]1[N:3]=[CH:4][C:5]([S:8]([N:12]2[CH2:17][CH2:16][O:15][CH2:14][CH2:13]2)(=[O:10])=[O:9])=[CH:6][CH:7]=1. The yield is 0.940. (2) The reactants are [CH2:1]([NH2:6])[C:2]([CH3:5])([CH3:4])[CH3:3].[N+:7]([C:10]1[CH:11]=[C:12]([S:16](Cl)(=[O:18])=[O:17])[CH:13]=[CH:14][CH:15]=1)([O-:9])=[O:8].C(N(CC)CC)C.O. The catalyst is O1CCOCC1. The product is [N+:7]([C:10]1[CH:11]=[C:12]([S:16]([NH:6][CH2:1][C:2]([CH3:5])([CH3:4])[CH3:3])(=[O:18])=[O:17])[CH:13]=[CH:14][CH:15]=1)([O-:9])=[O:8]. The yield is 0.870.